This data is from Full USPTO retrosynthesis dataset with 1.9M reactions from patents (1976-2016). The task is: Predict the reactants needed to synthesize the given product. (1) Given the product [CH3:18][N:19]([C:20]([O:21][C:22]([CH3:23])([CH3:25])[CH3:24])=[O:26])[CH2:27][CH2:28][NH:1][C@H:2]1[CH2:7][CH2:6][CH2:5][N:4]([C:8]([O:10][CH2:11][C:12]2[CH:17]=[CH:16][CH:15]=[CH:14][CH:13]=2)=[O:9])[CH2:3]1, predict the reactants needed to synthesize it. The reactants are: [NH2:1][C@H:2]1[CH2:7][CH2:6][CH2:5][N:4]([C:8]([O:10][CH2:11][C:12]2[CH:17]=[CH:16][CH:15]=[CH:14][CH:13]=2)=[O:9])[CH2:3]1.[CH3:18][N:19]([CH2:27][CH:28]=O)[C:20](=[O:26])[O:21][C:22]([CH3:25])([CH3:24])[CH3:23].C(O[BH-](OC(=O)C)OC(=O)C)(=O)C.[Na+].O. (2) Given the product [N+:1]([C:4]1[CH:5]=[CH:6][CH:7]=[C:8]2[C:9]=1[N:10]=[C:11]([C:15]1[CH:20]=[CH:19][CH:18]=[C:17]([C:21]([F:24])([F:23])[F:22])[CH:16]=1)[NH:25][C:13]2=[O:12])([O-:3])=[O:2], predict the reactants needed to synthesize it. The reactants are: [N+:1]([C:4]1[C:9]2[N:10]=[C:11]([C:15]3[CH:20]=[CH:19][CH:18]=[C:17]([C:21]([F:24])([F:23])[F:22])[CH:16]=3)[O:12][C:13](=O)[C:8]=2[CH:7]=[CH:6][CH:5]=1)([O-:3])=[O:2].[NH3:25].O. (3) Given the product [C:21]([NH2:20])(=[O:35])[C:22]1[CH:27]=[CH:26][CH:25]=[CH:24][CH:23]=1, predict the reactants needed to synthesize it. The reactants are: OCC1C=NC2N3CCC[C@H]3C(=O)NC=2C=1.Cl.C([NH:20][C:21](=[O:35])[C:22]1[CH:27]=[CH:26][C:25](N2CCNCC2)=[CH:24][C:23]=1F)C.[I-].C(C[P+](C)(C)C)#N.C(N(CC)C(C)C)(C)C. (4) The reactants are: [C:1]([O:5][C:6]([N:8]1[CH:13]=[C:12](OS(C(F)(F)F)(=O)=O)[CH2:11][CH2:10][CH2:9]1)=[O:7])([CH3:4])([CH3:3])[CH3:2].[F:22][C:23]1[CH:28]=[CH:27][CH:26]=[CH:25][C:24]=1B(O)O. Given the product [C:1]([O:5][C:6]([N:8]1[CH:13]=[C:12]([C:24]2[CH:25]=[CH:26][CH:27]=[CH:28][C:23]=2[F:22])[CH2:11][CH2:10][CH2:9]1)=[O:7])([CH3:2])([CH3:3])[CH3:4], predict the reactants needed to synthesize it. (5) Given the product [Cl:1][C:2]1[CH:7]=[CH:6][C:5]([C@@H:8]([CH:12]2[CH2:14][CH2:13]2)[CH2:9][C:10]([OH:18])=[O:15])=[CH:4][CH:3]=1, predict the reactants needed to synthesize it. The reactants are: [Cl:1][C:2]1[CH:7]=[CH:6][C:5]([C@@H:8]([CH:12]2[CH2:14][CH2:13]2)[CH2:9][C:10]#N)=[CH:4][CH:3]=1.[OH-:15].[Na+].C[OH:18].